This data is from Reaction yield outcomes from USPTO patents with 853,638 reactions. The task is: Predict the reaction yield, written as a fraction of the theoretical maximum amount of product (1.0 means a 100% yield; for example, 0.34 means a 34% yield). The reactants are [NH2:1][C:2]1[CH:7]=[CH:6][CH:5]=[CH:4][C:3]=1[SH:8].[C:9]([C:13]1[CH:18]=[CH:17][C:16]([C:19]2[CH:26]=[C:23]([CH:24]=O)[C:22]([OH:27])=[CH:21][CH:20]=2)=[CH:15][CH:14]=1)([CH3:12])([CH3:11])[CH3:10]. The catalyst is O1CCOCC1. The product is [S:8]1[C:3]2[CH:4]=[CH:5][CH:6]=[CH:7][C:2]=2[N:1]=[C:24]1[C:23]1[CH:26]=[C:19]([C:16]2[CH:17]=[CH:18][C:13]([C:9]([CH3:11])([CH3:10])[CH3:12])=[CH:14][CH:15]=2)[CH:20]=[CH:21][C:22]=1[OH:27]. The yield is 0.700.